Predict the product of the given reaction. From a dataset of Forward reaction prediction with 1.9M reactions from USPTO patents (1976-2016). (1) Given the reactants [OH:1][C:2]1[CH:11]=[C:10]([OH:12])[C:9]([C:13](=[O:18])[C:14]([CH3:17])=[CH:15][CH3:16])=[C:8]2[C:3]=1[C:4]([CH2:20][CH2:21][CH3:22])=[CH:5][C:6](=[O:19])[O:7]2.[CH3:23][C:24]([CH3:28])=[CH:25][CH:26]=O, predict the reaction product. The product is: [CH3:22][CH2:21][CH2:20][C:4]1[C:3]2[C:2]3[O:1][C:24]([CH3:28])([CH3:23])[CH:25]=[CH:26][C:11]=3[C:10]3[O:12][C@H:15]([CH3:16])[C@@H:14]([CH3:17])[C:13](=[O:18])[C:9]=3[C:8]=2[O:7][C:6](=[O:19])[CH:5]=1. (2) Given the reactants [CH3:1][C:2]1[CH:24]=[CH:23][C:22]([N+:25]([O-])=O)=[CH:21][C:3]=1[NH:4][C:5]1[C:14]2[C:9](=[C:10](OC)[C:11]([O:17][CH3:18])=[C:12]([O:15][CH3:16])[CH:13]=2)[N:8]=[CH:7][N:6]=1.C(O)C.C(O)(=O)C.C(=O)([O-])[O-].[Na+].[Na+], predict the reaction product. The product is: [NH2:25][C:22]1[CH:23]=[CH:24][C:2]([CH3:1])=[C:3]([CH:21]=1)[NH:4][C:5]1[C:14]2[C:9](=[CH:10][C:11]([O:17][CH3:18])=[C:12]([O:15][CH3:16])[CH:13]=2)[N:8]=[CH:7][N:6]=1. (3) Given the reactants [Cl:1][C:2]1[N:10]=[C:9]([Cl:11])[CH:8]=[CH:7][C:3]=1[C:4](O)=[O:5].C(Cl)(=O)C(Cl)=O, predict the reaction product. The product is: [Cl:1][C:2]1[C:3]([CH2:4][OH:5])=[CH:7][CH:8]=[C:9]([Cl:11])[N:10]=1. (4) Given the reactants [Br:1][C:2]1[CH:3]=[CH:4][C:5](Cl)=[N:6][CH:7]=1.[NH:9]1[CH2:14][CH2:13][CH:12]([CH2:15][OH:16])[CH2:11][CH2:10]1.C(N(CC)C(C)C)(C)C, predict the reaction product. The product is: [Br:1][C:2]1[CH:3]=[CH:4][C:5]([N:9]2[CH2:14][CH2:13][CH:12]([CH2:15][OH:16])[CH2:11][CH2:10]2)=[N:6][CH:7]=1. (5) Given the reactants [H-].[Na+].[CH3:3][C:4]1[CH:5]=[C:6]([OH:11])[CH:7]=[CH:8][C:9]=1[CH3:10].[Cl:12][C:13]1[CH:18]=[C:17](Cl)[N:16]=[CH:15][N:14]=1.O, predict the reaction product. The product is: [Cl:12][C:13]1[CH:18]=[C:17]([O:11][C:6]2[CH:7]=[CH:8][C:9]([CH3:10])=[C:4]([CH3:3])[CH:5]=2)[N:16]=[CH:15][N:14]=1. (6) Given the reactants Cl.[CH:2]1([CH2:5][N:6]([CH2:19][CH:20]2[CH2:25][CH2:24][O:23][CH2:22][CH2:21]2)[C:7]2[C:8]([CH2:17][CH3:18])=[N:9][N:10]3[C:15](I)=[CH:14][CH:13]=[CH:12][C:11]=23)[CH2:4][CH2:3]1.[OH:26][CH2:27][C:28]1[CH:33]=[C:32]([O:34][CH3:35])[C:31](B(O)O)=[C:30]([O:39][CH3:40])[CH:29]=1.C1(P(C2C=CC=CC=2)C2C=CC=CC=2)C=CC=CC=1.C(=O)([O-])[O-].[K+].[K+], predict the reaction product. The product is: [CH:2]1([CH2:5][N:6]([CH2:19][CH:20]2[CH2:25][CH2:24][O:23][CH2:22][CH2:21]2)[C:7]2[C:8]([CH2:17][CH3:18])=[N:9][N:10]3[C:15]([C:31]4[C:30]([O:39][CH3:40])=[CH:29][C:28]([CH2:27][OH:26])=[CH:33][C:32]=4[O:34][CH3:35])=[CH:14][CH:13]=[CH:12][C:11]=23)[CH2:4][CH2:3]1. (7) Given the reactants [N:1]1[C:10]2[CH:9]([NH:11][CH2:12][C:13]([O:15][CH2:16][C:17]3[CH:22]=[CH:21][CH:20]=[CH:19][CH:18]=3)=[O:14])[CH2:8][CH2:7][CH2:6][C:5]=2[CH:4]=[CH:3][CH:2]=1.[CH3:23]N(CC1N(CC2CCCN(C)C2)C2C=CC=CC=2N=1)C1C2N=CC=CC=2CCC1, predict the reaction product. The product is: [CH3:23][N:11]([CH:9]1[C:10]2[N:1]=[CH:2][CH:3]=[CH:4][C:5]=2[CH2:6][CH2:7][CH2:8]1)[CH2:12][C:13]([O:15][CH2:16][C:17]1[CH:22]=[CH:21][CH:20]=[CH:19][CH:18]=1)=[O:14]. (8) Given the reactants Br[C:2]1[CH:3]=[C:4]([CH:7]=[CH:8][C:9]=1[O:10][CH3:11])[C:5]#[N:6].[CH2:12]([Sn](CC)(CC)CC)[CH3:13].[Cl-].[Li+], predict the reaction product. The product is: [CH2:12]([C:2]1[CH:3]=[C:4]([CH:7]=[CH:8][C:9]=1[O:10][CH3:11])[C:5]#[N:6])[CH3:13]. (9) Given the reactants [OH-].[Na+].O.C[O:5][C:6](=[O:42])[CH2:7][C:8]1[CH:13]=[CH:12][C:11]([C:14]2[CH:19]=[CH:18][C:17]([C:20]([CH2:38][CH3:39])([C:23]3[CH:28]=[CH:27][C:26]([CH2:29][CH2:30][CH:31]([OH:36])[C:32]([CH3:35])([CH3:34])[CH3:33])=[C:25]([CH3:37])[CH:24]=3)[CH2:21][CH3:22])=[CH:16][C:15]=2[CH3:40])=[CH:10][C:9]=1[Cl:41].Cl, predict the reaction product. The product is: [CH2:21]([C:20]([C:17]1[CH:18]=[CH:19][C:14]([C:11]2[CH:12]=[CH:13][C:8]([CH2:7][C:6]([OH:42])=[O:5])=[C:9]([Cl:41])[CH:10]=2)=[C:15]([CH3:40])[CH:16]=1)([C:23]1[CH:28]=[CH:27][C:26]([CH2:29][CH2:30][CH:31]([OH:36])[C:32]([CH3:34])([CH3:35])[CH3:33])=[C:25]([CH3:37])[CH:24]=1)[CH2:38][CH3:39])[CH3:22]. (10) Given the reactants [C:1]([NH:5][C:6]1[N:15]([CH3:16])[C:14](=[O:17])[C:13]2[C:8](=[C:9](I)[CH:10]=[CH:11][CH:12]=2)[N:7]=1)([CH3:4])([CH3:3])[CH3:2].CC([O-])=O.[K+].C(NC1N(C)C(=O)C2C(=C(B(O)O)C=CC=2)N=1)(C)(C)C.C1(P(C2CCCCC2)C2C=CC=CC=2C2C(C(C)C)=CC(C(C)C)=CC=2C(C)C)CCCCC1.Br[C:79]1[CH:80]=[C:81]2[C:86](=[O:87])[N:85]([CH2:88][C:89]3[CH:94]=[CH:93][C:92]([O:95][CH3:96])=[CH:91][C:90]=3[O:97][CH3:98])[CH2:84][CH2:83][N:82]2[CH:99]=1.[O-]P([O-])([O-])=O.[K+].[K+].[K+], predict the reaction product. The product is: [C:1]([NH:5][C:6]1[N:15]([CH3:16])[C:14](=[O:17])[C:13]2[C:8](=[C:9]([C:79]3[CH:80]=[C:81]4[C:86](=[O:87])[N:85]([CH2:88][C:89]5[CH:94]=[CH:93][C:92]([O:95][CH3:96])=[CH:91][C:90]=5[O:97][CH3:98])[CH2:84][CH2:83][N:82]4[CH:99]=3)[CH:10]=[CH:11][CH:12]=2)[N:7]=1)([CH3:4])([CH3:3])[CH3:2].